This data is from Forward reaction prediction with 1.9M reactions from USPTO patents (1976-2016). The task is: Predict the product of the given reaction. (1) Given the reactants [Cl:1][C:2]1[CH:11]=[C:10]([F:12])[C:9]([CH2:13][NH:14][C:15](=[O:20])[C:16]([CH3:19])([CH3:18])[CH3:17])=[CH:8][C:3]=1[C:4]([O:6]C)=[O:5].[OH-].[Na+], predict the reaction product. The product is: [Cl:1][C:2]1[CH:11]=[C:10]([F:12])[C:9]([CH2:13][NH:14][C:15](=[O:20])[C:16]([CH3:18])([CH3:17])[CH3:19])=[CH:8][C:3]=1[C:4]([OH:6])=[O:5]. (2) Given the reactants [N:1]1([C:7]2[N:15]=[C:14]([C:16]3[CH:17]=[C:18]([CH2:22][OH:23])[CH:19]=[CH:20][CH:21]=3)[N:13]=[C:12]3[C:8]=2[N:9]=[CH:10][N:11]3[CH:24]2[CH2:29][CH2:28][NH:27][CH2:26][CH2:25]2)[CH2:6][CH2:5][O:4][CH2:3][CH2:2]1.[BH3-]C#N.[Na+].[F:34][C:35]1[CH:36]=[C:37]([CH:40]=[CH:41][CH:42]=1)[CH:38]=O, predict the reaction product. The product is: [F:34][C:35]1[CH:36]=[C:37]([CH:40]=[CH:41][CH:42]=1)[CH2:38][N:27]1[CH2:28][CH2:29][CH:24]([N:11]2[CH:10]=[N:9][C:8]3[C:12]2=[N:13][C:14]([C:16]2[CH:17]=[C:18]([CH2:22][OH:23])[CH:19]=[CH:20][CH:21]=2)=[N:15][C:7]=3[N:1]2[CH2:6][CH2:5][O:4][CH2:3][CH2:2]2)[CH2:25][CH2:26]1. (3) Given the reactants C([O:3][C:4](=[O:18])[CH2:5][O:6][C:7]1[CH:12]=[C:11]([O:13][CH3:14])[C:10]([CH2:15][OH:16])=[CH:9][C:8]=1[Cl:17])C.O.[OH-].[Li+], predict the reaction product. The product is: [Cl:17][C:8]1[CH:9]=[C:10]([CH2:15][OH:16])[C:11]([O:13][CH3:14])=[CH:12][C:7]=1[O:6][CH2:5][C:4]([OH:18])=[O:3]. (4) The product is: [F:1][C@:2]1([CH2:9][OH:10])[CH2:7][C@H:6]2[O:8][C@@H:3]1[CH2:4][CH2:5]2. Given the reactants [F:1][C:2]1([C:9](OC)=[O:10])[CH2:7][CH:6]2[O:8][CH:3]1[CH2:4][CH2:5]2.[H-].[H-].[H-].[H-].[Li+].[Al+3].C1COCC1, predict the reaction product. (5) Given the reactants Br[C:2]1[C:3]2[N:4]([C:9]([C:19]3[CH:24]=[CH:23][N:22]=[C:21]([OH:25])[N:20]=3)=[C:10]([C:12]3[CH:17]=[CH:16][CH:15]=[C:14]([CH3:18])[N:13]=3)[N:11]=2)[CH:5]=[C:6]([CH3:8])[CH:7]=1.[N:26]1([CH2:32][CH2:33][NH2:34])[CH2:31][CH2:30][O:29][CH2:28][CH2:27]1.CC([O-])(C)C.[Na+].C1(P(C2CCCCC2)C2C=CC=CC=2C2C=CC=CC=2N(C)C)CCCCC1, predict the reaction product. The product is: [CH3:8][C:6]1[CH:7]=[C:2]([NH:34][CH2:33][CH2:32][N:26]2[CH2:31][CH2:30][O:29][CH2:28][CH2:27]2)[C:3]2[N:4]([C:9]([C:19]3[CH:24]=[CH:23][N:22]=[C:21]([OH:25])[N:20]=3)=[C:10]([C:12]3[CH:17]=[CH:16][CH:15]=[C:14]([CH3:18])[N:13]=3)[N:11]=2)[CH:5]=1. (6) Given the reactants [F:1][C:2]1[CH:3]=[C:4]([C:9]2([OH:14])[CH2:13][CH2:12][NH:11][CH2:10]2)[CH:5]=[C:6]([F:8])[CH:7]=1.C(=O)([O-])[O-].[K+].[K+].Br[CH2:22][CH:23]([CH3:25])[CH3:24].C(=O)([O-])[O-].[Na+].[Na+], predict the reaction product. The product is: [F:1][C:2]1[CH:3]=[C:4]([C:9]2([OH:14])[CH2:13][CH2:12][N:11]([CH2:22][CH:23]([CH3:25])[CH3:24])[CH2:10]2)[CH:5]=[C:6]([F:8])[CH:7]=1. (7) Given the reactants [Br:1][C:2]1[CH:3]=[C:4]([N:8]2[C:16]3[C:11](=[N:12][C:13]([O:17]C)=[CH:14][CH:15]=3)[C:10]([C:19]#[N:20])=[N:9]2)[CH:5]=[CH:6][CH:7]=1.[I-].[Na+].Cl[Si](C)(C)C.CO, predict the reaction product. The product is: [Br:1][C:2]1[CH:3]=[C:4]([N:8]2[C:16]3[CH:15]=[CH:14][C:13](=[O:17])[NH:12][C:11]=3[C:10]([C:19]#[N:20])=[N:9]2)[CH:5]=[CH:6][CH:7]=1. (8) Given the reactants [Cl:1][C:2]1[CH:7]=[C:6]([Cl:8])[CH:5]=[CH:4][C:3]=1[C:9](=O)[CH:10]([O:12][C:13]1[NH:14][N:15]=[C:16]([CH2:18][CH3:19])[CH:17]=1)[CH3:11].[NH4+].[Cl-].C([O-])([O-])=O.[Na+].[Na+].CCOC(C)=O, predict the reaction product. The product is: [Cl:1][C:2]1[CH:7]=[C:6]([Cl:8])[CH:5]=[CH:4][C:3]=1[C:9]1[N:14]2[N:15]=[C:16]([CH2:18][CH3:19])[CH:17]=[C:13]2[O:12][C:10]=1[CH3:11].